Task: Regression. Given two drug SMILES strings and cell line genomic features, predict the synergy score measuring deviation from expected non-interaction effect.. Dataset: NCI-60 drug combinations with 297,098 pairs across 59 cell lines (1) Drug 1: C1CCN(CC1)CCOC2=CC=C(C=C2)C(=O)C3=C(SC4=C3C=CC(=C4)O)C5=CC=C(C=C5)O. Drug 2: CC(CN1CC(=O)NC(=O)C1)N2CC(=O)NC(=O)C2. Cell line: 786-0. Synergy scores: CSS=5.44, Synergy_ZIP=-6.16, Synergy_Bliss=-6.61, Synergy_Loewe=-5.52, Synergy_HSA=-5.39. (2) Drug 1: C1=CC=C(C=C1)NC(=O)CCCCCCC(=O)NO. Drug 2: CN1C2=C(C=C(C=C2)N(CCCl)CCCl)N=C1CCCC(=O)O.Cl. Cell line: SF-539. Synergy scores: CSS=17.4, Synergy_ZIP=-1.67, Synergy_Bliss=0.0743, Synergy_Loewe=-29.3, Synergy_HSA=0.532. (3) Drug 1: CS(=O)(=O)CCNCC1=CC=C(O1)C2=CC3=C(C=C2)N=CN=C3NC4=CC(=C(C=C4)OCC5=CC(=CC=C5)F)Cl. Drug 2: CC1C(C(CC(O1)OC2CC(CC3=C2C(=C4C(=C3O)C(=O)C5=CC=CC=C5C4=O)O)(C(=O)C)O)N)O. Cell line: U251. Synergy scores: CSS=39.0, Synergy_ZIP=2.59, Synergy_Bliss=2.87, Synergy_Loewe=-32.5, Synergy_HSA=2.96. (4) Drug 1: CNC(=O)C1=CC=CC=C1SC2=CC3=C(C=C2)C(=NN3)C=CC4=CC=CC=N4. Drug 2: CC1=CC=C(C=C1)C2=CC(=NN2C3=CC=C(C=C3)S(=O)(=O)N)C(F)(F)F. Cell line: SNB-75. Synergy scores: CSS=5.26, Synergy_ZIP=-0.0717, Synergy_Bliss=2.78, Synergy_Loewe=2.41, Synergy_HSA=2.81. (5) Drug 1: CC12CCC(CC1=CCC3C2CCC4(C3CC=C4C5=CN=CC=C5)C)O. Drug 2: C1=NC2=C(N=C(N=C2N1C3C(C(C(O3)CO)O)F)Cl)N. Cell line: MALME-3M. Synergy scores: CSS=16.1, Synergy_ZIP=-0.564, Synergy_Bliss=-0.547, Synergy_Loewe=-13.6, Synergy_HSA=-0.870.